From a dataset of Full USPTO retrosynthesis dataset with 1.9M reactions from patents (1976-2016). Predict the reactants needed to synthesize the given product. (1) Given the product [Br:8][C:9]1[CH:10]=[C:11]([C:15]2([C:23]#[N:24])[CH2:21][C@@H:20]3[N:22]([CH2:35][CH2:36][CH2:37][C:38]([F:41])([F:40])[F:39])[C@@H:17]([CH:18]=[CH:19]3)[CH2:16]2)[CH:12]=[N:13][CH:14]=1, predict the reactants needed to synthesize it. The reactants are: OC(C(F)(F)F)=O.[Br:8][C:9]1[CH:10]=[C:11]([C:15]2([C:23]#[N:24])[CH2:21][C@H:20]3[NH:22][C@H:17]([CH:18]=[CH:19]3)[CH2:16]2)[CH:12]=[N:13][CH:14]=1.CCN(C(C)C)C(C)C.Br[CH2:35][CH2:36][CH2:37][C:38]([F:41])([F:40])[F:39]. (2) Given the product [CH2:1]([O:8][C:9](=[O:28])[CH2:10][CH2:11][C:12]1[CH:13]=[CH:14][C:15]([O:18][CH2:19][C:20]([O:22][C:23]([CH3:25])([CH3:24])[CH3:26])=[O:21])=[CH:16][CH:17]=1)[C:2]1[CH:7]=[CH:6][CH:5]=[CH:4][CH:3]=1, predict the reactants needed to synthesize it. The reactants are: [CH2:1]([O:8][C:9](=[O:28])[CH2:10][CH2:11][C:12]1[CH:17]=[CH:16][C:15]([O:18][CH2:19][C:20]([O:22][C:23]([CH3:26])([CH3:25])[CH3:24])=[O:21])=[C:14](Cl)[CH:13]=1)[C:2]1[CH:7]=[CH:6][CH:5]=[CH:4][CH:3]=1.C(OC(=O)CCC1C=CC(O)=CC=1)C1C=CC=CC=1. (3) The reactants are: C([N:8]1[CH:12]=[C:11]([C:13]2S[C:15]([C:19](O)=O)=[C:16](C)[N:17]=2)N=N1)C1C=CC=CC=1.[F:22][C:23]1[CH:44]=[CH:43][C:26]([CH2:27][CH2:28][N:29]2[CH:33]=[C:32]([C:34]3[S:35][C:36]([C:40]([OH:42])=O)=[C:37]([CH3:39])[N:38]=3)[N:31]=[N:30]2)=[CH:25][CH:24]=1.N1C=CC=C(CN)C=1. Given the product [F:22][C:23]1[CH:24]=[CH:25][C:26]([CH2:27][CH2:28][N:29]2[CH:33]=[C:32]([C:34]3[S:35][C:36]([C:40]([NH:8][CH2:12][C:11]4[CH:13]=[N:17][CH:16]=[CH:15][CH:19]=4)=[O:42])=[C:37]([CH3:39])[N:38]=3)[N:31]=[N:30]2)=[CH:43][CH:44]=1, predict the reactants needed to synthesize it. (4) Given the product [Cl:1][C:2]1[CH:7]=[C:6]([C:8]([F:10])([F:11])[F:9])[CH:5]=[CH:4][C:3]=1[O:12][CH2:14][CH2:15][CH2:16][O:17][C:19]1[CH:24]=[CH:23][C:22]([CH:25]([C:31]#[C:32][CH3:33])[CH2:26][C:27]([OH:29])=[O:28])=[CH:21][CH:20]=1, predict the reactants needed to synthesize it. The reactants are: [Cl:1][C:2]1[CH:7]=[C:6]([C:8]([F:11])([F:10])[F:9])[CH:5]=[CH:4][C:3]=1[OH:12].Br[CH2:14][CH2:15][CH2:16][OH:17].O[C:19]1[CH:24]=[CH:23][C:22]([CH:25]([C:31]#[C:32][CH3:33])[CH2:26][C:27]([O:29]C)=[O:28])=[CH:21][CH:20]=1.